Dataset: Forward reaction prediction with 1.9M reactions from USPTO patents (1976-2016). Task: Predict the product of the given reaction. (1) Given the reactants [C:1]([O:5][C:6](=[O:40])[CH2:7][C@H:8]([NH:20][C:21](=[O:39])[C@@H:22]([NH:28][C:29](OCC1C=CC=CC=1)=[O:30])[CH2:23][C:24]([CH3:27])([CH3:26])[CH3:25])[CH2:9][N:10]1[C:18]2[C:13](=[CH:14][C:15]([F:19])=[CH:16][CH:17]=2)[CH2:12][CH2:11]1)([CH3:4])([CH3:3])[CH3:2].C(O)(=O)[C:42]1[CH:47]=[CH:46][CH:45]=[C:44]([O:48][CH3:49])[CH:43]=1, predict the reaction product. The product is: [C:1]([O:5][C:6](=[O:40])[CH2:7][C@H:8]([NH:20][C:21](=[O:39])[C@@H:22]([NH:28][C:29](=[O:30])[C:42]1[CH:47]=[CH:46][CH:45]=[C:44]([O:48][CH3:49])[CH:43]=1)[CH2:23][C:24]([CH3:27])([CH3:25])[CH3:26])[CH2:9][N:10]1[C:18]2[C:13](=[CH:14][C:15]([F:19])=[CH:16][CH:17]=2)[CH2:12][CH2:11]1)([CH3:2])([CH3:4])[CH3:3]. (2) Given the reactants [O:1]=[C:2]1[N:10]([CH2:11][CH2:12][CH3:13])[C:9]2[N:8]=[C:7]([C:14]34[CH2:21][CH2:20][C:17](C=O)([CH2:18][CH2:19]3)[CH2:16][CH2:15]4)[NH:6][C:5]=2[C:4](=[O:24])[N:3]1[CH2:25][CH2:26][CH3:27].CC1C([P+]([O:48]C(C)=O)(C2C=CC=CC=2)C2C=CC=CC=2)=CC=CC=1.[O:52]1[CH2:56][CH2:55][CH2:54][CH2:53]1, predict the reaction product. The product is: [CH3:53][O:52][C:56](=[O:48])[CH:55]=[CH:54][C@:17]12[CH2:20][CH2:21][C@@:14]([C:7]3[NH:6][C:5]4[C:4](=[O:24])[N:3]([CH2:25][CH2:26][CH3:27])[C:2](=[O:1])[N:10]([CH2:11][CH2:12][CH3:13])[C:9]=4[N:8]=3)([CH2:19][CH2:18]1)[CH2:15][CH2:16]2. (3) Given the reactants [CH3:1][C:2]1([CH3:28])[C:10]2[C:5](=[CH:6][C:7]([NH:14]C(=O)C)=[C:8]([N+:11]([O-:13])=[O:12])[CH:9]=2)[N:4]([CH2:18][CH2:19][CH2:20][N:21]2[CH2:26][CH2:25][O:24][CH2:23][CH2:22]2)[C:3]1=[O:27].Cl, predict the reaction product. The product is: [NH2:14][C:7]1[CH:6]=[C:5]2[C:10]([C:2]([CH3:1])([CH3:28])[C:3](=[O:27])[N:4]2[CH2:18][CH2:19][CH2:20][N:21]2[CH2:22][CH2:23][O:24][CH2:25][CH2:26]2)=[CH:9][C:8]=1[N+:11]([O-:13])=[O:12]. (4) Given the reactants C(OC(C1N(CC2C3C=C(F)C=CC=3SC=2)C2C(C=1C=O)=CC=CC=2)=O)C.C([O:30][C:31]([C:33]1[N:34]([CH2:48][C:49]2[C:50]3[CH:57]=[C:56]([F:58])[CH:55]=[CH:54][C:51]=3[S:52][CH:53]=2)[C:35]2[C:40]([C:41]=1[CH2:42][NH:43][C:44]([O:46][CH3:47])=[O:45])=[CH:39][CH:38]=[CH:37][CH:36]=2)=[O:32])C, predict the reaction product. The product is: [F:58][C:56]1[CH:55]=[CH:54][C:51]2[S:52][CH:53]=[C:49]([CH2:48][N:34]3[C:35]4[C:40](=[CH:39][CH:38]=[CH:37][CH:36]=4)[C:41]([CH2:42][NH:43][C:44]([O:46][CH3:47])=[O:45])=[C:33]3[C:31]([OH:32])=[O:30])[C:50]=2[CH:57]=1. (5) The product is: [NH2:8][CH2:7][C:4]1([OH:9])[CH2:5][CH2:6][CH2:1][CH2:2][CH2:3]1. Given the reactants [CH2:1]1[CH2:6][CH2:5][C:4]([OH:9])([C:7]#[N:8])[CH2:3][CH2:2]1.[H-].[H-].[H-].[H-].[Li+].[Al+3].[OH-].[Na+].C(C(C(C([O-])=O)O)O)([O-])=O.[K+].[Na+], predict the reaction product. (6) Given the reactants [F:1][C:2]1[CH:3]=[C:4]([C:8]2[CH:16]=[CH:15][CH:14]=[C:13]3[C:9]=2/[C:10](=[CH:18]/[C:19]2[NH:23][C:22]([CH3:24])=[C:21]([C:25]([OH:27])=O)[C:20]=2[CH3:28])/[C:11](=[O:17])[NH:12]3)[CH:5]=[CH:6][CH:7]=1.F[P-](F)(F)(F)(F)F.N1(O[P+](N(C)C)(N(C)C)N(C)C)C2C=CC=CC=2N=N1.[NH:56]1[CH2:61][CH2:60][CH:59]([N:62]2[CH2:67][CH2:66][O:65][CH2:64][CH2:63]2)[CH2:58][CH2:57]1.C(Cl)(Cl)Cl.C(O)(C)C, predict the reaction product. The product is: [CH3:28][C:20]1[C:21]([C:25]([N:56]2[CH2:61][CH2:60][CH:59]([N:62]3[CH2:67][CH2:66][O:65][CH2:64][CH2:63]3)[CH2:58][CH2:57]2)=[O:27])=[C:22]([CH3:24])[NH:23][C:19]=1/[CH:18]=[C:10]1\[C:11](=[O:17])[NH:12][C:13]2[C:9]\1=[C:8]([C:4]1[CH:5]=[CH:6][CH:7]=[C:2]([F:1])[CH:3]=1)[CH:16]=[CH:15][CH:14]=2.